Predict the reactants needed to synthesize the given product. From a dataset of Full USPTO retrosynthesis dataset with 1.9M reactions from patents (1976-2016). (1) Given the product [CH2:1]([NH:4][C:7](=[O:8])[C:6]([F:12])([F:11])[F:5])[C:2]#[CH:3], predict the reactants needed to synthesize it. The reactants are: [CH2:1]([NH2:4])[C:2]#[CH:3].[F:5][C:6]([F:12])([F:11])[C:7](OC)=[O:8]. (2) The reactants are: [OH:1][C:2]1[CH:7]=[CH:6][CH:5]=[C:4]([N+:8]([O-])=O)[C:3]=1[NH:11][C:12]([NH:14][C:15]1[CH:20]=[CH:19][CH:18]=[C:17]([C:21]([F:24])([F:23])[F:22])[CH:16]=1)=[O:13]. Given the product [NH2:8][C:4]1[CH:5]=[CH:6][CH:7]=[C:2]([OH:1])[C:3]=1[NH:11][C:12]([NH:14][C:15]1[CH:20]=[CH:19][CH:18]=[C:17]([C:21]([F:22])([F:23])[F:24])[CH:16]=1)=[O:13], predict the reactants needed to synthesize it. (3) Given the product [NH2:7][C:8]1[C:9]([C:34]2[CH:35]=[N:36][CH:37]=[CH:38][CH:39]=2)=[CH:10][C:11]([NH:14][C:15](=[O:31])[C:16]2[C:21]([F:22])=[CH:20][CH:19]=[C:18]([NH:23][S:24]([CH2:27][CH2:28][CH3:29])(=[O:26])=[O:25])[C:17]=2[F:30])=[CH:12][N:13]=1, predict the reactants needed to synthesize it. The reactants are: C(=O)([O-])[O-].[Na+].[Na+].[NH2:7][C:8]1[N:13]=[CH:12][C:11]([NH:14][C:15](=[O:31])[C:16]2[C:21]([F:22])=[CH:20][CH:19]=[C:18]([NH:23][S:24]([CH2:27][CH2:28][CH3:29])(=[O:26])=[O:25])[C:17]=2[F:30])=[CH:10][C:9]=1Br.B(O)(O)[C:34]1[CH:39]=[CH:38][CH:37]=[N:36][CH:35]=1. (4) The reactants are: [I:1][C:2]1[CH:7]=[CH:6][CH:5]=[CH:4][C:3]=1[CH2:8][C:9]([OH:11])=O.O[N:13]1C2C=CC=CC=2N=N1.CCN=C=NCCCN(C)C.Cl.C(N(CC)C(C)C)(C)C.C(=O)([O-])[O-].[NH4+].[NH4+]. Given the product [I:1][C:2]1[CH:7]=[CH:6][CH:5]=[CH:4][C:3]=1[CH2:8][C:9]([NH2:13])=[O:11], predict the reactants needed to synthesize it. (5) Given the product [O:13]1[C:17]2[CH:18]=[CH:19][C:20]([C:22]3[N:11]=[C:7]4[CH:6]=[C:5]([N:4]([CH2:3][CH2:2][F:1])[CH3:12])[CH:10]=[CH:9][N:8]4[CH:23]=3)=[CH:21][C:16]=2[O:15][CH2:14]1, predict the reactants needed to synthesize it. The reactants are: [F:1][CH2:2][CH2:3][N:4]([CH3:12])[C:5]1[CH:10]=[CH:9][N:8]=[C:7]([NH2:11])[CH:6]=1.[O:13]1[C:17]2[CH:18]=[CH:19][C:20]([C:22](=O)[CH2:23]Br)=[CH:21][C:16]=2[O:15][CH2:14]1. (6) Given the product [CH3:9][O:10][CH2:11][CH2:12][CH2:13]/[CH:14]=[CH:15]/[C:16]#[CH:17], predict the reactants needed to synthesize it. The reactants are: C(=O)([O-])[O-].[K+].[K+].CO.[CH3:9][O:10][CH2:11][CH2:12][CH2:13]/[CH:14]=[CH:15]/[C:16]#[C:17][Si](C)(C)C.[Cl-].[NH4+]. (7) Given the product [F:61][C:62]1[CH:67]=[C:66]([NH:8][C:9](=[S:35])[NH:10][C:11]2[CH:12]=[CH:13][C:14]([C:17]3[CH:18]=[C:19]4[C:23](=[CH:24][CH:25]=3)[C:22](=[O:26])[N:21]([C@@H:27]([CH:32]([CH3:33])[CH3:34])[C:28]([O:30][CH3:31])=[O:29])[CH2:20]4)=[CH:15][CH:16]=2)[CH:65]=[CH:64][CH:63]=1, predict the reactants needed to synthesize it. The reactants are: FC1C=CC=CC=1[NH:8][C:9](=[S:35])[NH:10][C:11]1[CH:16]=[CH:15][C:14]([C:17]2[CH:18]=[C:19]3[C:23](=[CH:24][CH:25]=2)[C:22](=[O:26])[N:21]([C@@H:27]([CH:32]([CH3:34])[CH3:33])[C:28]([O:30][CH3:31])=[O:29])[CH2:20]3)=[CH:13][CH:12]=1.NC1C=CC(C2C=C3C(=CC=2)C(=O)N([C@@H](C(C)C)C(OC)=O)C3)=CC=1.[F:61][C:62]1[CH:63]=[C:64](N=C=S)[CH:65]=[CH:66][CH:67]=1.